This data is from Full USPTO retrosynthesis dataset with 1.9M reactions from patents (1976-2016). The task is: Predict the reactants needed to synthesize the given product. (1) Given the product [CH3:23][N:18]([C:13]1[CH:14]=[CH:15][CH:16]=[CH:17][C:12]=1[CH2:11][O:10][C:6]1[C:5]2[N:4]([N:3]=[C:2]([NH:38][C:35]3[CH:34]=[CH:33][C:32]([N:29]4[CH2:28][CH2:27][N:26]([CH3:25])[CH2:31][CH2:30]4)=[CH:37][CH:36]=3)[N:24]=2)[CH:9]=[CH:8][CH:7]=1)[S:19]([CH3:22])(=[O:21])=[O:20], predict the reactants needed to synthesize it. The reactants are: Cl[C:2]1[N:24]=[C:5]2[C:6]([O:10][CH2:11][C:12]3[CH:17]=[CH:16][CH:15]=[CH:14][C:13]=3[N:18]([CH3:23])[S:19]([CH3:22])(=[O:21])=[O:20])=[CH:7][CH:8]=[CH:9][N:4]2[N:3]=1.[CH3:25][N:26]1[CH2:31][CH2:30][N:29]([C:32]2[CH:37]=[CH:36][C:35]([NH2:38])=[CH:34][CH:33]=2)[CH2:28][CH2:27]1.C1(P(C2CCCCC2)C2C=CC=CC=2C2C=CC=CC=2P(C2CCCCC2)C2CCCCC2)CCCCC1. (2) Given the product [O:1]=[S:2]1(=[O:26])[CH2:6][CH2:5][CH2:4][N:3]1[C:7]1[CH:8]=[C:9]2[C:13](=[CH:14][CH:15]=1)[NH:12][N:11]=[C:10]2[NH:16][C:17](=[N:33][OH:34])[CH2:18][C:19]1[CH:24]=[CH:23][CH:22]=[CH:21][CH:20]=1, predict the reactants needed to synthesize it. The reactants are: [O:1]=[S:2]1(=[O:26])[CH2:6][CH2:5][CH2:4][N:3]1[C:7]1[CH:8]=[C:9]2[C:13](=[CH:14][CH:15]=1)[NH:12][N:11]=[C:10]2[NH:16][C:17](=S)[CH2:18][C:19]1[CH:24]=[CH:23][CH:22]=[CH:21][CH:20]=1.C(=O)(O)[O-].[Na+].Cl.[NH2:33][OH:34]. (3) Given the product [NH2:14][C:15]1[CH:20]=[CH:19][CH:18]=[CH:17][C:16]=1[C:21]#[C:22][C:23]1[C:24]([O:33][CH3:34])=[CH:25][C:26]([O:31][CH3:32])=[C:27](/[CH:28]=[CH:2]/[C:1]([C:4]2[CH:5]=[CH:6][C:7]([S:10]([NH2:13])(=[O:11])=[O:12])=[CH:8][CH:9]=2)=[O:3])[CH:30]=1, predict the reactants needed to synthesize it. The reactants are: [C:1]([C:4]1[CH:9]=[CH:8][C:7]([S:10]([NH2:13])(=[O:12])=[O:11])=[CH:6][CH:5]=1)(=[O:3])[CH3:2].[NH2:14][C:15]1[CH:20]=[CH:19][CH:18]=[CH:17][C:16]=1[C:21]#[C:22][C:23]1[C:24]([O:33][CH3:34])=[CH:25][C:26]([O:31][CH3:32])=[C:27]([CH:30]=1)[CH:28]=O. (4) Given the product [CH3:1][C:2]1[CH:11]=[CH:10][C:9]2[C:4](=[CH:5][CH:6]=[CH:7][C:8]=2[O:12][CH2:13][CH2:14][N:15]2[CH2:20][CH2:19][NH:18][CH2:17][CH2:16]2)[N:3]=1, predict the reactants needed to synthesize it. The reactants are: [CH3:1][C:2]1[CH:11]=[CH:10][C:9]2[C:4](=[CH:5][CH:6]=[CH:7][C:8]=2[O:12][CH2:13][CH2:14][N:15]2[CH2:20][CH2:19][N:18](C(OC(C)(C)C)=O)[CH2:17][CH2:16]2)[N:3]=1.Cl.C(OCC)C. (5) Given the product [NH2:1][C:2]1[C:7]2[C:8]([C:11]3[CH:16]=[CH:15][C:14]([NH:17][C:18]([C:20]4[N:21]([CH3:29])[C:22]5[C:27]([CH:28]=4)=[CH:26][CH:25]=[CH:24][CH:23]=5)=[O:19])=[C:13]([O:30][CH3:31])[CH:12]=3)=[CH:9][S:10][C:6]=2[C:5]([CH2:32][CH2:33][CH2:34][OH:35])=[CH:4][N:3]=1, predict the reactants needed to synthesize it. The reactants are: [NH2:1][C:2]1[C:7]2[C:8]([C:11]3[CH:16]=[CH:15][C:14]([NH:17][C:18]([C:20]4[N:21]([CH3:29])[C:22]5[C:27]([CH:28]=4)=[CH:26][CH:25]=[CH:24][CH:23]=5)=[O:19])=[C:13]([O:30][CH3:31])[CH:12]=3)=[CH:9][S:10][C:6]=2[C:5](/[CH:32]=[CH:33]/[CH2:34][OH:35])=[CH:4][N:3]=1.CO.[BH4-].[Na+].C(=O)([O-])[O-].[Na+].[Na+].